This data is from Catalyst prediction with 721,799 reactions and 888 catalyst types from USPTO. The task is: Predict which catalyst facilitates the given reaction. (1) Reactant: Cl[C:2]1[C:3]2[N:4]([C:17]([CH2:20][CH:21]3[CH2:26][CH2:25][S:24][CH2:23][CH2:22]3)=[N:18][N:19]=2)[C:5]2[C:10]([N:11]=1)=[CH:9][C:8]([C:12]([O:14]C)=[O:13])=[C:7]([CH3:16])[CH:6]=2.[O:27]1CCCC1.[OH-].[Na+].Cl. Product: [CH3:16][C:7]1[CH:6]=[C:5]2[C:10]([NH:11][C:2](=[O:27])[C:3]3[N:4]2[C:17]([CH2:20][CH:21]2[CH2:26][CH2:25][S:24][CH2:23][CH2:22]2)=[N:18][N:19]=3)=[CH:9][C:8]=1[C:12]([OH:14])=[O:13]. The catalyst class is: 5. (2) Reactant: [CH:1]1[C:10]2[C:5](=[CH:6][C:7]([C:11]3[S:15][C:14]([NH:16][C:17](=O)OC(C)(C)C)=[N:13][CH:12]=3)=[CH:8][CH:9]=2)[CH:4]=[N:3][N:2]=1.C([O-])([O-])=O.[Cs+].[Cs+].[F:30][C:31]([F:55])([F:54])[C:32]1[CH:53]=[CH:52][C:35]([CH2:36][CH:37]2C[N:38]2S(C2C=CC([N+]([O-])=O)=CC=2)(=O)=O)=[CH:34][CH:33]=1.C([O-])([O-])=O.[K+].[K+].SC(O)C. Product: [NH2:38][C@@H:37]([CH2:36][C:35]1[CH:34]=[CH:33][C:32]([C:31]([F:30])([F:54])[F:55])=[CH:53][CH:52]=1)[CH2:17][NH:16][C:14]1[S:15][C:11]([C:7]2[CH:6]=[C:5]3[C:10](=[CH:9][CH:8]=2)[CH:1]=[N:2][N:3]=[CH:4]3)=[CH:12][N:13]=1. The catalyst class is: 3.